Dataset: Reaction yield outcomes from USPTO patents with 853,638 reactions. Task: Predict the reaction yield, written as a fraction of the theoretical maximum amount of product (1.0 means a 100% yield; for example, 0.34 means a 34% yield). (1) The reactants are Cl[C:2]1[CH:3]=[CH:4][C:5]2[N:12]3[CH2:13][C@H:8]([CH2:9][CH2:10][CH2:11]3)[NH:7][C:6]=2[N:14]=1.[N:15]1([C:22]([O:24][C:25]([CH3:28])([CH3:27])[CH3:26])=[O:23])[CH2:21][CH2:20][CH2:19][NH:18][CH2:17][CH2:16]1.CC(C)([O-])C.[K+].COCCOC. The catalyst is ClCCl.C([Pd+])C=C.CO. The product is [N:14]1[C:6]2[NH:7][C@@H:8]3[CH2:13][N:12]([C:5]=2[CH:4]=[CH:3][C:2]=1[N:18]1[CH2:19][CH2:20][CH2:21][N:15]([C:22]([O:24][C:25]([CH3:28])([CH3:27])[CH3:26])=[O:23])[CH2:16][CH2:17]1)[CH2:11][CH2:10][CH2:9]3. The yield is 0.620. (2) The reactants are [CH2:1]1[O:5][CH2:4][O:3][CH2:2]1.[C:6]([Cl:9])(=[O:8])C.[CH3:10]COCC. The catalyst is [Cl-].[Cl-].[Zn+2].CCOCC. The product is [C:4]([O:5][CH2:1][CH2:2][O:8][CH2:6][Cl:9])(=[O:3])[CH3:10]. The yield is 1.00. (3) The reactants are [C:1]([C@@H:9]1[CH2:14][C@H:13]([O:15][Si:16]([C:19]([CH3:22])([CH3:21])[CH3:20])([CH3:18])[CH3:17])[CH2:12][C@H:11]([OH:23])[C@H:10]1[CH2:24][C:25](=[O:32])[C:26]1[CH:31]=[CH:30][CH:29]=[CH:28][CH:27]=1)(=[O:8])[C:2]1[CH:7]=[CH:6][CH:5]=[CH:4][CH:3]=1.C(N(CC)CC)C.[CH3:40][S:41](Cl)(=[O:43])=[O:42]. The catalyst is ClCCl. The product is [C:1]([C@@H:9]1[CH2:14][C@H:13]([O:15][Si:16]([C:19]([CH3:20])([CH3:22])[CH3:21])([CH3:17])[CH3:18])[CH2:12][C@H:11]([O:23][S:41]([CH3:40])(=[O:43])=[O:42])[C@H:10]1[CH2:24][C:25](=[O:32])[C:26]1[CH:27]=[CH:28][CH:29]=[CH:30][CH:31]=1)(=[O:8])[C:2]1[CH:7]=[CH:6][CH:5]=[CH:4][CH:3]=1. The yield is 0.980.